This data is from Rat liver microsome stability data. The task is: Regression/Classification. Given a drug SMILES string, predict its absorption, distribution, metabolism, or excretion properties. Task type varies by dataset: regression for continuous measurements (e.g., permeability, clearance, half-life) or binary classification for categorical outcomes (e.g., BBB penetration, CYP inhibition). Dataset: rlm. The molecule is CCCn1cc(-c2cc(C3C(=O)N(CC)c4ccc(C(F)(F)F)cc4N(c4ccccc4)C3=O)cc(OC)c2O)cn1. The result is 0 (unstable in rat liver microsomes).